Dataset: Peptide-MHC class I binding affinity with 185,985 pairs from IEDB/IMGT. Task: Regression. Given a peptide amino acid sequence and an MHC pseudo amino acid sequence, predict their binding affinity value. This is MHC class I binding data. (1) The peptide sequence is NSNINVINY. The MHC is HLA-A01:01 with pseudo-sequence HLA-A01:01. The binding affinity (normalized) is 0.205. (2) The MHC is HLA-B53:01 with pseudo-sequence HLA-B53:01. The binding affinity (normalized) is 0.199. The peptide sequence is FVNYNFTLV. (3) The peptide sequence is QCGDPSSLDY. The MHC is HLA-A01:01 with pseudo-sequence HLA-A01:01. The binding affinity (normalized) is 0.409. (4) The peptide sequence is FVMCLEAKT. The MHC is HLA-A30:01 with pseudo-sequence HLA-A30:01. The binding affinity (normalized) is 0.234. (5) The peptide sequence is RTVSVMFFI. The MHC is HLA-B57:01 with pseudo-sequence HLA-B57:01. The binding affinity (normalized) is 0.342. (6) The peptide sequence is LQQNNSFII. The MHC is HLA-A26:01 with pseudo-sequence HLA-A26:01. The binding affinity (normalized) is 0.136. (7) The peptide sequence is ISTNIRQA. The MHC is HLA-A02:01 with pseudo-sequence HLA-A02:01. The binding affinity (normalized) is 0.